Dataset: Catalyst prediction with 721,799 reactions and 888 catalyst types from USPTO. Task: Predict which catalyst facilitates the given reaction. (1) Reactant: [CH2:1]([O:3][C:4]1[CH:22]=[C:21]([F:23])[C:7]([CH2:8][N:9]2[C:13]([OH:14])=[C:12]([CH3:15])[C:11]([C:16]([O:18][CH2:19][CH3:20])=[O:17])=[N:10]2)=[C:6]([F:24])[CH:5]=1)[CH3:2].IC.[C:27](=O)([O-])[O-].[K+].[K+]. Product: [CH2:1]([O:3][C:4]1[CH:5]=[C:6]([F:24])[C:7]([CH2:8][N:9]2[C:13]([O:14][CH3:27])=[C:12]([CH3:15])[C:11]([C:16]([O:18][CH2:19][CH3:20])=[O:17])=[N:10]2)=[C:21]([F:23])[CH:22]=1)[CH3:2]. The catalyst class is: 21. (2) Reactant: [Br:1][C:2]1[CH:3]=[C:4]([CH:8]=[CH:9][C:10]=1[CH3:11])[C:5]([NH2:7])=[S:6].CO[CH:14](OC)[CH2:15]N. The catalyst class is: 1. Product: [Br:1][C:2]1[CH:3]=[C:4]([C:5]2[S:6][CH:14]=[CH:15][N:7]=2)[CH:8]=[CH:9][C:10]=1[CH3:11]. (3) Reactant: CS(O[C:6]1[CH:11]=[CH:10][CH:9]=[C:8]([C:12]2[S:13][C:14]3[CH:22]=[CH:21][CH:20]=[CH:19][C:15]=3[C:16](=[O:18])[N:17]=2)[N:7]=1)(=O)=O.[CH2:23]([N:25]([CH2:28][CH3:29])[CH2:26][CH3:27])C.[CH2:30]([CH:37]1CCNCC1)[C:31]1[CH:36]=[CH:35][CH:34]=[CH:33][CH:32]=1.C(OCC)(=O)C. Product: [CH2:30]([CH:37]1[CH2:29][CH2:28][N:25]([CH2:23][C:6]2[N:7]=[C:8]([C:12]3[S:13][C:14]4[CH:22]=[CH:21][CH:20]=[CH:19][C:15]=4[C:16](=[O:18])[N:17]=3)[CH:9]=[CH:10][CH:11]=2)[CH2:26][CH2:27]1)[C:31]1[CH:36]=[CH:35][CH:34]=[CH:33][CH:32]=1. The catalyst class is: 18.